From a dataset of Forward reaction prediction with 1.9M reactions from USPTO patents (1976-2016). Predict the product of the given reaction. Given the reactants [Cl:1][C:2]1[CH:7]=[CH:6][N:5]=[C:4]([NH:8]C(=O)OC(C)(C)C)[C:3]=1[I:16], predict the reaction product. The product is: [Cl:1][C:2]1[CH:7]=[CH:6][N:5]=[C:4]([NH2:8])[C:3]=1[I:16].